This data is from Full USPTO retrosynthesis dataset with 1.9M reactions from patents (1976-2016). The task is: Predict the reactants needed to synthesize the given product. (1) Given the product [CH:1](=[C:8]1[NH:13][CH2:12][CH2:11][NH:10][CH2:9]1)[C:2]1[CH:3]=[CH:4][CH:5]=[CH:6][CH:7]=1, predict the reactants needed to synthesize it. The reactants are: [CH2:1]([CH:8]1[NH:13][C:12](=O)[CH2:11][NH:10][C:9]1=O)[C:2]1[CH:7]=[CH:6][CH:5]=[CH:4][CH:3]=1.[H-].[Al+3].[Li+].[H-].[H-].[H-].O. (2) Given the product [C:7]([O:11][C:12]([N:14]1[CH2:19][CH2:18][CH:17]([N:20]([CH:21]2[CH2:23][CH2:22]2)[C:24]([C:26]2[N:31]=[CH:30][C:29]([C:41]3[O:45][CH:44]=[N:43][CH:42]=3)=[CH:28][N:27]=2)=[O:25])[CH2:16][CH2:15]1)=[O:13])([CH3:10])([CH3:9])[CH3:8], predict the reactants needed to synthesize it. The reactants are: C([O-])([O-])=O.[Na+].[Na+].[C:7]([O:11][C:12]([N:14]1[CH2:19][CH2:18][CH:17]([N:20]([C:24]([C:26]2[N:31]=[CH:30][C:29](Br)=[CH:28][N:27]=2)=[O:25])[CH:21]2[CH2:23][CH2:22]2)[CH2:16][CH2:15]1)=[O:13])([CH3:10])([CH3:9])[CH3:8].CC1(C)C(C)(C)OB([C:41]2[O:45][C:44]([Si](C(C)C)(C(C)C)C(C)C)=[N:43][CH:42]=2)O1. (3) The reactants are: [Br:1][C:2]1[CH:3]=[CH:4][C:5](=[O:8])[NH:6][CH:7]=1.[CH3:9][O:10][C:11](=[O:17])[CH2:12][CH2:13][CH:14](O)[CH3:15].C1(P(C2C=CC=CC=2)C2C=CC=CC=2)C=CC=CC=1.N(C(OC(C)C)=O)=NC(OC(C)C)=O. Given the product [CH3:9][O:10][C:11](=[O:17])[CH2:12][CH2:13][CH:14]([O:8][C:5]1[CH:4]=[CH:3][C:2]([Br:1])=[CH:7][N:6]=1)[CH3:15], predict the reactants needed to synthesize it. (4) The reactants are: CON(C)[C:4]([C:6]1[CH:11]=[CH:10][C:9]([CH:12]2[CH2:17][CH2:16][N:15]([C:18]([O:20][C:21]([CH3:24])([CH3:23])[CH3:22])=[O:19])[CH2:14][CH2:13]2)=[CH:8][CH:7]=1)=[O:5].[H-].[Al+3].[Li+].[H-].[H-].[H-].O.[OH-].[Na+]. Given the product [CH:4]([C:6]1[CH:11]=[CH:10][C:9]([CH:12]2[CH2:13][CH2:14][N:15]([C:18]([O:20][C:21]([CH3:24])([CH3:23])[CH3:22])=[O:19])[CH2:16][CH2:17]2)=[CH:8][CH:7]=1)=[O:5], predict the reactants needed to synthesize it. (5) Given the product [CH3:18][N:7]([C:5](=[O:6])[C:4]([CH3:17])([CH3:16])[CH3:3])[C:8]1[CH:15]=[CH:14][C:11]([C:12]#[N:13])=[CH:10][CH:9]=1, predict the reactants needed to synthesize it. The reactants are: [H-].[Na+].[CH3:3][C:4]([CH3:17])([CH3:16])[C:5]([NH:7][C:8]1[CH:15]=[CH:14][C:11]([C:12]#[N:13])=[CH:10][CH:9]=1)=[O:6].[CH3:18]I.